From a dataset of Peptide-MHC class II binding affinity with 134,281 pairs from IEDB. Regression. Given a peptide amino acid sequence and an MHC pseudo amino acid sequence, predict their binding affinity value. This is MHC class II binding data. (1) The peptide sequence is LDIELQKTEATQLAT. The MHC is DRB1_0101 with pseudo-sequence DRB1_0101. The binding affinity (normalized) is 0.922. (2) The peptide sequence is YHRQLASRATKIYFC. The MHC is H-2-IAd with pseudo-sequence H-2-IAd. The binding affinity (normalized) is 0.360. (3) The peptide sequence is VALFAVFLGSAHGIP. The MHC is HLA-DQA10101-DQB10501 with pseudo-sequence HLA-DQA10101-DQB10501. The binding affinity (normalized) is 0.405. (4) The peptide sequence is GELQIVTKIDAAFKI. The MHC is DRB1_1201 with pseudo-sequence DRB1_1201. The binding affinity (normalized) is 0.550. (5) The peptide sequence is AMRDMAGRFEVHAQT. The MHC is DRB5_0101 with pseudo-sequence DRB5_0101. The binding affinity (normalized) is 0.173.